From a dataset of CYP3A4 substrate classification data from Carbon-Mangels et al.. Regression/Classification. Given a drug SMILES string, predict its absorption, distribution, metabolism, or excretion properties. Task type varies by dataset: regression for continuous measurements (e.g., permeability, clearance, half-life) or binary classification for categorical outcomes (e.g., BBB penetration, CYP inhibition). Dataset: cyp3a4_substrate_carbonmangels. (1) The molecule is CCC[C@H]1O[C@@H]2C[C@H]3[C@@H]4CCC5=CC(=O)C=C[C@]5(C)[C@H]4[C@@H](O)C[C@]3(C)[C@]2(C(=O)CO)O1. The result is 1 (substrate). (2) The compound is CCCCN(CCCC)C[C@@H](O)c1cc(Cl)cc2c1-c1ccc(Cl)cc1/C2=C\c1ccc(Cl)cc1. The result is 1 (substrate). (3) The compound is CC(C)N(CC[C@@](C(N)=O)(c1ccccc1)c1ccccn1)C(C)C. The result is 1 (substrate). (4) The drug is CC(C)(C)NC(=O)[C@H]1CC[C@H]2[C@@H]3CC[C@H]4NC(=O)C=C[C@]4(C)[C@H]3CC[C@]12C. The result is 1 (substrate).